From a dataset of NCI-60 drug combinations with 297,098 pairs across 59 cell lines. Regression. Given two drug SMILES strings and cell line genomic features, predict the synergy score measuring deviation from expected non-interaction effect. (1) Drug 1: CC1=C(C(=CC=C1)Cl)NC(=O)C2=CN=C(S2)NC3=CC(=NC(=N3)C)N4CCN(CC4)CCO. Drug 2: CC1C(C(CC(O1)OC2CC(CC3=C2C(=C4C(=C3O)C(=O)C5=CC=CC=C5C4=O)O)(C(=O)C)O)N)O. Cell line: T-47D. Synergy scores: CSS=46.0, Synergy_ZIP=6.93, Synergy_Bliss=8.16, Synergy_Loewe=9.10, Synergy_HSA=10.1. (2) Drug 1: C1=CN(C(=O)N=C1N)C2C(C(C(O2)CO)O)O.Cl. Drug 2: C1CC(C1)(C(=O)O)C(=O)O.[NH2-].[NH2-].[Pt+2]. Cell line: DU-145. Synergy scores: CSS=42.7, Synergy_ZIP=0.113, Synergy_Bliss=2.52, Synergy_Loewe=-23.2, Synergy_HSA=3.23. (3) Drug 1: CC1=C2C(C(=O)C3(C(CC4C(C3C(C(C2(C)C)(CC1OC(=O)C(C(C5=CC=CC=C5)NC(=O)C6=CC=CC=C6)O)O)OC(=O)C7=CC=CC=C7)(CO4)OC(=O)C)O)C)OC(=O)C. Drug 2: CC1=C(C(=CC=C1)Cl)NC(=O)C2=CN=C(S2)NC3=CC(=NC(=N3)C)N4CCN(CC4)CCO. Cell line: CAKI-1. Synergy scores: CSS=13.2, Synergy_ZIP=-11.5, Synergy_Bliss=-15.4, Synergy_Loewe=-23.4, Synergy_HSA=-14.7. (4) Drug 1: CCC1=C2CN3C(=CC4=C(C3=O)COC(=O)C4(CC)O)C2=NC5=C1C=C(C=C5)O. Drug 2: C1=NC(=NC(=O)N1C2C(C(C(O2)CO)O)O)N. Cell line: HCT-15. Synergy scores: CSS=22.2, Synergy_ZIP=-6.61, Synergy_Bliss=-2.80, Synergy_Loewe=-12.9, Synergy_HSA=0.324.